Dataset: Reaction yield outcomes from USPTO patents with 853,638 reactions. Task: Predict the reaction yield, written as a fraction of the theoretical maximum amount of product (1.0 means a 100% yield; for example, 0.34 means a 34% yield). (1) The reactants are [F:1][CH2:2][C:3]1[N:4]([C:9]2[C:18]3[C:13](=[CH:14][CH:15]=[CH:16][CH:17]=3)[C:12]([CH3:19])=[CH:11][CH:10]=2)[C:5]([SH:8])=[N:6][N:7]=1.C([O-])([O-])=O.[K+].[K+].Cl[CH2:27][C:28]([NH:30][C:31]1[CH:36]=[CH:35][C:34]([S:37](=[O:40])(=[O:39])[NH2:38])=[CH:33][C:32]=1[Cl:41])=[O:29].O. The catalyst is CN(C=O)C. The product is [Cl:41][C:32]1[CH:33]=[C:34]([S:37](=[O:40])(=[O:39])[NH2:38])[CH:35]=[CH:36][C:31]=1[NH:30][C:28](=[O:29])[CH2:27][S:8][C:5]1[N:4]([C:9]2[C:18]3[C:13](=[CH:14][CH:15]=[CH:16][CH:17]=3)[C:12]([CH3:19])=[CH:11][CH:10]=2)[C:3]([CH2:2][F:1])=[N:7][N:6]=1. The yield is 0.740. (2) The reactants are Br[C:2]1[CH:7]=[CH:6][C:5]([Br:8])=[CH:4][N:3]=1.O.[NH2:10][NH2:11].CC(O)CC. The catalyst is O. The product is [Br:8][C:5]1[CH:6]=[CH:7][C:2]([NH:10][NH2:11])=[N:3][CH:4]=1. The yield is 0.870. (3) The reactants are [F:1][C:2]1[N:7]=[C:6]([C:8]([OH:10])=O)[CH:5]=[CH:4][CH:3]=1.[C:11]([N:18]1[CH2:23][CH2:22][NH:21][CH2:20][CH2:19]1)([O:13][C:14]([CH3:17])([CH3:16])[CH3:15])=[O:12].CCN(C(C)C)C(C)C.C(Cl)CCl.C1C=CC2N(O)N=NC=2C=1. The catalyst is C(Cl)Cl. The product is [C:14]([O:13][C:11]([N:18]1[CH2:23][CH2:22][N:21]([C:8]([C:6]2[CH:5]=[CH:4][CH:3]=[C:2]([F:1])[N:7]=2)=[O:10])[CH2:20][CH2:19]1)=[O:12])([CH3:17])([CH3:15])[CH3:16]. The yield is 0.840. (4) The catalyst is ClCCl. The yield is 0.440. The product is [F:1][C:2]1[C:3]([CH2:9][N:10]2[C:14]3=[N:15][CH:16]=[C:17]([F:19])[CH:18]=[C:13]3[C:12]([C:20]3[N:21]=[N:22][C:23]4[C:28]([CH3:29])([CH3:30])[C:27](=[O:31])[NH:26][C:24]=4[N:25]=3)=[N:11]2)=[N:4][CH:5]=[C:6]([F:8])[CH:7]=1. The reactants are [F:1][C:2]1[C:3]([CH2:9][N:10]2[C:14]3=[N:15][CH:16]=[C:17]([F:19])[CH:18]=[C:13]3[C:12]([C:20]3[N:21]=[N:22][C:23]4[C:28]([CH3:30])([CH3:29])[C:27](=[O:31])[N:26](COCC[Si](C)(C)C)[C:24]=4[N:25]=3)=[N:11]2)=[N:4][CH:5]=[C:6]([F:8])[CH:7]=1.FC(F)(F)C(O)=O. (5) The reactants are [NH2:1][CH2:2][CH2:3][NH:4][C:5]([C:7]1[S:8][CH:9]=[CH:10][C:11]=1[NH:12][C:13]1[CH:18]=[CH:17][N:16]=[C:15]2[NH:19][CH:20]=[CH:21][C:14]=12)=[O:6].C(N(C(C)C)CC)(C)C.[C:31](Cl)(=[O:38])[C:32]1[CH:37]=[CH:36][CH:35]=[CH:34][CH:33]=1. The catalyst is C(Cl)Cl. The product is [C:31]([NH:1][CH2:2][CH2:3][NH:4][C:5]([C:7]1[S:8][CH:9]=[CH:10][C:11]=1[NH:12][C:13]1[CH:18]=[CH:17][N:16]=[C:15]2[NH:19][CH:20]=[CH:21][C:14]=12)=[O:6])(=[O:38])[C:32]1[CH:37]=[CH:36][CH:35]=[CH:34][CH:33]=1. The yield is 0.480. (6) The reactants are Cl[CH2:2][CH2:3][NH:4][C:5]([NH:7][C@H:8]1[CH2:12][CH2:11][O:10][CH2:9]1)=[O:6].[H-].[Na+]. The catalyst is C1COCC1. The product is [O:10]1[CH2:11][CH2:12][C@H:8]([N:7]2[CH2:2][CH2:3][NH:4][C:5]2=[O:6])[CH2:9]1. The yield is 0.290. (7) The reactants are [Cl:1][C:2]1[CH:28]=[CH:27][C:5]([CH2:6][N:7]([CH2:11][C:12]2[NH:17][C:16](=[O:18])[N:15]3[CH:19]=[N:20][C:21]([CH:22]4[CH2:26][CH2:25][CH2:24][CH2:23]4)=[C:14]3[N:13]=2)[CH2:8][CH2:9]O)=[CH:4][CH:3]=1.CS(Cl)(=O)=O.C(N(CC)CC)C. The catalyst is ClC(Cl)C. The product is [Cl:1][C:2]1[CH:3]=[CH:4][C:5]([CH2:6][N:7]2[CH2:8][CH2:9][N:17]3[C:12](=[N:13][C:14]4[N:15]([CH:19]=[N:20][C:21]=4[CH:22]4[CH2:23][CH2:24][CH2:25][CH2:26]4)[C:16]3=[O:18])[CH2:11]2)=[CH:27][CH:28]=1. The yield is 0.610. (8) The yield is 0.910. The catalyst is C(O)(C)C. The reactants are [NH2:1][C:2]1[C:3](Cl)=[N:4][C:5]([CH3:9])=[N:6][C:7]=1[Cl:8].[NH3:11]. The product is [Cl:8][C:7]1[N:6]=[C:5]([CH3:9])[N:4]=[C:3]([NH2:11])[C:2]=1[NH2:1]. (9) The reactants are [Br:1][C:2]1[CH:7]=[CH:6][C:5]([CH3:8])=[CH:4][C:3]=1[F:9].[N+:10]([O-])([OH:12])=[O:11]. The product is [Br:1][C:2]1[CH:7]=[C:6]([N+:10]([O-:12])=[O:11])[C:5]([CH3:8])=[CH:4][C:3]=1[F:9]. The yield is 0.780. The catalyst is S(=O)(=O)(O)O.